Task: Regression. Given two drug SMILES strings and cell line genomic features, predict the synergy score measuring deviation from expected non-interaction effect.. Dataset: Merck oncology drug combination screen with 23,052 pairs across 39 cell lines (1) Drug 1: CN(Cc1cnc2nc(N)nc(N)c2n1)c1ccc(C(=O)NC(CCC(=O)O)C(=O)O)cc1. Drug 2: COC1CC2CCC(C)C(O)(O2)C(=O)C(=O)N2CCCCC2C(=O)OC(C(C)CC2CCC(OP(C)(C)=O)C(OC)C2)CC(=O)C(C)C=C(C)C(O)C(OC)C(=O)C(C)CC(C)C=CC=CC=C1C. Cell line: SW837. Synergy scores: synergy=6.58. (2) Drug 1: CCc1cnn2c(NCc3ccc[n+]([O-])c3)cc(N3CCCCC3CCO)nc12. Drug 2: Cn1cc(-c2cnn3c(N)c(Br)c(C4CCCNC4)nc23)cn1. Cell line: SW837. Synergy scores: synergy=-19.1.